This data is from Forward reaction prediction with 1.9M reactions from USPTO patents (1976-2016). The task is: Predict the product of the given reaction. (1) Given the reactants C(S([O-])(=O)=O)(F)(F)F.C(S([O-])(=O)=O)(F)(F)F.C(S([O-])(=O)=O)(F)(F)F.[Yb+3].[CH3:26][C:27]1[O:31][N:30]=[C:29]([C:32]2[CH:37]=[CH:36][C:35]([NH2:38])=[CH:34][CH:33]=2)[N:28]=1.[F:39][C:40]1[C:49]2[O:48][CH2:47][CH2:46][O:45][C:44]=2[C:43]([O:50][CH3:51])=[CH:42][C:41]=1[CH:52]=O.C[Si]([C:58]#[N:59])(C)C, predict the reaction product. The product is: [F:39][C:40]1[C:49]2[O:48][CH2:47][CH2:46][O:45][C:44]=2[C:43]([O:50][CH3:51])=[CH:42][C:41]=1[CH:52]([NH:38][C:35]1[CH:36]=[CH:37][C:32]([C:29]2[N:28]=[C:27]([CH3:26])[O:31][N:30]=2)=[CH:33][CH:34]=1)[C:58]#[N:59]. (2) Given the reactants [NH2:1]C1C=CC(C2C3C(=NC=NC=3N)N(C3CCN(C4CCN(C)CC4)CC3)N=2)=CC=1OC.[NH:33]1[C:41]2[C:36](=[CH:37][CH:38]=[CH:39][CH:40]=2)[CH:35]=[C:34]1[C:42](Cl)=[O:43].[OH-].[Na+], predict the reaction product. The product is: [NH:33]1[C:41]2[C:36](=[CH:37][CH:38]=[CH:39][CH:40]=2)[CH:35]=[C:34]1[C:42]([NH2:1])=[O:43]. (3) Given the reactants BrBr.[O:3]([C:10]1[CH:15]=[CH:14][C:13]([NH:16][C:17]([N:19]2[C:23]([NH2:24])=[N:22][C:21]([NH:25][C:26]3[CH:31]=[CH:30][C:29]([S:32](=[O:35])(=[O:34])[NH2:33])=[CH:28][CH:27]=3)=[N:20]2)=[S:18])=[CH:12][CH:11]=1)[C:4]1[CH:9]=[CH:8][CH:7]=[CH:6][CH:5]=1, predict the reaction product. The product is: [NH2:24][C:23]1[N:19]([C:17]2[S:18][C:12]3[CH:11]=[C:10]([O:3][C:4]4[CH:5]=[CH:6][CH:7]=[CH:8][CH:9]=4)[CH:15]=[CH:14][C:13]=3[N:16]=2)[N:20]=[C:21]([NH:25][C:26]2[CH:31]=[CH:30][C:29]([S:32]([NH2:33])(=[O:34])=[O:35])=[CH:28][CH:27]=2)[N:22]=1. (4) Given the reactants [F:1][C:2]([F:22])([F:21])[C:3]([C:5]1[CH:10]=[CH:9][C:8]([CH:11]([NH:13][C:14](=[O:20])[O:15][C:16]([CH3:19])([CH3:18])[CH3:17])[CH3:12])=[CH:7][CH:6]=1)=O.[NH2:23][OH:24], predict the reaction product. The product is: [F:1][C:2]([F:22])([F:21])[C:3]([C:5]1[CH:10]=[CH:9][C:8]([CH:11]([NH:13][C:14](=[O:20])[O:15][C:16]([CH3:19])([CH3:18])[CH3:17])[CH3:12])=[CH:7][CH:6]=1)=[N:23][OH:24]. (5) Given the reactants [CH3:1][N:2]([CH2:7][C:8]([OH:10])=[O:9])[CH2:3][C:4]([OH:6])=O.C(OC(=O)C)(=O)C, predict the reaction product. The product is: [CH3:1][N:2]1[CH2:3][C:4](=[O:6])[O:10][C:8](=[O:9])[CH2:7]1. (6) Given the reactants [CH:1]1([C:4]([NH:6][C:7]2[C:11]3[CH:12]=[CH:13][C:14]([C:16]4[CH:21]=[CH:20][C:19]([C:22]([N:24]5[CH2:29][CH2:28][N:27](C(OC(C)(C)C)=O)[CH2:26][CH2:25]5)=[O:23])=[CH:18][CH:17]=4)=[CH:15][C:10]=3[O:9][N:8]=2)=[O:5])[CH2:3][CH2:2]1.[ClH:37], predict the reaction product. The product is: [ClH:37].[N:24]1([C:22]([C:19]2[CH:20]=[CH:21][C:16]([C:14]3[CH:13]=[CH:12][C:11]4[C:7]([NH:6][C:4]([CH:1]5[CH2:3][CH2:2]5)=[O:5])=[N:8][O:9][C:10]=4[CH:15]=3)=[CH:17][CH:18]=2)=[O:23])[CH2:29][CH2:28][NH:27][CH2:26][CH2:25]1.